This data is from Full USPTO retrosynthesis dataset with 1.9M reactions from patents (1976-2016). The task is: Predict the reactants needed to synthesize the given product. (1) Given the product [CH:3]1([CH2:2][C:1]([NH:9][C:10]2[CH:15]=[CH:14][CH:13]=[CH:12][C:11]=2[C:16](=[C:30]2[CH2:31][CH2:32][NH:33][CH2:34][CH2:35]2)[C:17]2[CH:29]=[CH:28][C:20]([C:21]([N:23]([CH2:26][CH3:27])[CH2:24][CH3:25])=[O:22])=[CH:19][CH:18]=2)=[O:8])[CH2:4][CH2:5][CH2:6][CH2:7]1, predict the reactants needed to synthesize it. The reactants are: [C:1]([NH:9][C:10]1[CH:15]=[CH:14][CH:13]=[CH:12][C:11]=1[C:16](=[C:30]1[CH2:35][CH2:34][NH:33][CH2:32][CH2:31]1)[C:17]1[CH:29]=[CH:28][C:20]([C:21]([N:23]([CH2:26][CH3:27])[CH2:24][CH3:25])=[O:22])=[CH:19][CH:18]=1)(=[O:8])[C:2]1[CH:7]=[CH:6][CH:5]=[CH:4][CH:3]=1.CC(OC(N1CCC(=C(C2C=CC=CC=2N)C2C=CC(C(N(CC)CC)=O)=CC=2)CC1)=O)(C)C.C1(CC(Cl)=O)CCCC1.C(O)(C(F)(F)F)=O. (2) The reactants are: [F-].C([N+](CCCC)(CCCC)CCCC)CCC.[Si]([O:26][C:27]1[CH:57]=[CH:56][C:30]([CH2:31]/[C:32](=[C:37](\[C@H:42]2[CH2:47][CH2:46][C@@H:45]([O:48][Si:49]([C:52]([CH3:55])([CH3:54])[CH3:53])([CH3:51])[CH3:50])[CH2:44][CH2:43]2)/[C:38]([O:40][CH3:41])=[O:39])/[C:33]([O:35][CH3:36])=[O:34])=[CH:29][CH:28]=1)(C(C)(C)C)(C)C. Given the product [Si:49]([O:48][C@@H:45]1[CH2:46][CH2:47][C@H:42](/[C:37](=[C:32](\[CH2:31][C:30]2[CH:29]=[CH:28][C:27]([OH:26])=[CH:57][CH:56]=2)/[C:33]([O:35][CH3:36])=[O:34])/[C:38]([O:40][CH3:41])=[O:39])[CH2:43][CH2:44]1)([C:52]([CH3:55])([CH3:54])[CH3:53])([CH3:51])[CH3:50], predict the reactants needed to synthesize it. (3) The reactants are: Cl[C:2]1[N:7]=[C:6]([C:8]([NH:10][C:11]2[C:12]([CH3:22])=[C:13]([CH:18]=[CH:19][C:20]=2[CH3:21])[C:14]([O:16][CH3:17])=[O:15])=[O:9])[C:5]([CH3:23])=[CH:4][CH:3]=1.[CH3:24][C:25]1([OH:31])[CH2:30][CH2:29][NH:28][CH2:27][CH2:26]1.C([O-])([O-])=O.[Cs+].[Cs+].C1(P(C2C=CC=CC=2)C2C=CC3C(=CC=CC=3)C=2C2C3C(=CC=CC=3)C=CC=2P(C2C=CC=CC=2)C2C=CC=CC=2)C=CC=CC=1. Given the product [OH:31][C:25]1([CH3:24])[CH2:30][CH2:29][N:28]([C:2]2[N:7]=[C:6]([C:8]([NH:10][C:11]3[C:12]([CH3:22])=[C:13]([CH:18]=[CH:19][C:20]=3[CH3:21])[C:14]([O:16][CH3:17])=[O:15])=[O:9])[C:5]([CH3:23])=[CH:4][CH:3]=2)[CH2:27][CH2:26]1, predict the reactants needed to synthesize it. (4) Given the product [CH2:30]([N:1]1[CH2:2][CH2:3][CH:4]([O:7][C:8]2[CH:22]=[CH:21][C:11]3[NH:12][C:13](=[O:20])[C:14]4[CH:15]=[CH:16][CH:17]=[N:18][C:19]=4[C:10]=3[CH:9]=2)[CH2:5][CH2:6]1)[CH2:31][CH3:32], predict the reactants needed to synthesize it. The reactants are: [NH:1]1[CH2:6][CH2:5][CH:4]([O:7][C:8]2[CH:22]=[CH:21][C:11]3[NH:12][C:13](=[O:20])[C:14]4[CH:15]=[CH:16][CH:17]=[N:18][C:19]=4[C:10]=3[CH:9]=2)[CH2:3][CH2:2]1.C(=O)([O-])[O-].[K+].[K+].Br[CH2:30][CH2:31][CH3:32]. (5) Given the product [Br:5][C:6]1[CH:7]=[C:8]([C:20]([OH:23])=[CH:21][N:22]=1)[C:9]([NH:11][CH2:12][C:13]1[CH:14]=[CH:15][C:16]([F:19])=[CH:17][CH:18]=1)=[O:10], predict the reactants needed to synthesize it. The reactants are: B(Br)(Br)Br.[Br:5][C:6]1[CH:7]=[C:8]([C:20]([O:23]C)=[CH:21][N:22]=1)[C:9]([NH:11][CH2:12][C:13]1[CH:18]=[CH:17][C:16]([F:19])=[CH:15][CH:14]=1)=[O:10].CO. (6) Given the product [Cl:12][CH:10]1[CH2:9][NH:8][CH:7]([OH:13])[CH:6]([NH:5][CH:15]2[CH2:20][CH2:19][N:18]([C:21]([O:23][C:24]([CH3:27])([CH3:26])[CH3:25])=[O:22])[CH2:17][CH2:16]2)[CH2:11]1, predict the reactants needed to synthesize it. The reactants are: ClCCCl.[NH2:5][C:6]1[C:7]([OH:13])=[N:8][CH:9]=[C:10]([Cl:12])[CH:11]=1.O=[C:15]1[CH2:20][CH2:19][N:18]([C:21]([O:23][C:24]([CH3:27])([CH3:26])[CH3:25])=[O:22])[CH2:17][CH2:16]1.C(O[BH-](OC(=O)C)OC(=O)C)(=O)C.[Na+]. (7) The reactants are: [F:1][C:2]1[C:7]([F:8])=[CH:6][CH:5]=[CH:4][C:3]=1[C:9]1[N:17]=[C:12]2[CH:13]=[N:14][NH:15][CH:16]=[C:11]2[N:10]=1.[CH2:18]([O:21][C:22](=[O:40])[C:23]1[CH:28]=[C:27]([C:29]2[CH:33]=[C:32]([CH2:34]Cl)[O:31][N:30]=2)[CH:26]=[CH:25][C:24]=1[O:36][CH2:37][CH2:38][CH3:39])[CH2:19][CH3:20]. Given the product [CH2:18]([O:21][C:22](=[O:40])[C:23]1[CH:28]=[C:27]([C:29]2[CH:33]=[C:32]([CH2:34][N:14]3[CH:13]=[C:12]4[N:17]=[C:9]([C:3]5[CH:4]=[CH:5][CH:6]=[C:7]([F:8])[C:2]=5[F:1])[N:10]=[C:11]4[CH:16]=[N:15]3)[O:31][N:30]=2)[CH:26]=[CH:25][C:24]=1[O:36][CH2:37][CH2:38][CH3:39])[CH2:19][CH3:20], predict the reactants needed to synthesize it. (8) Given the product [CH3:17][O:18][C:19](=[O:29])[C:20]1[CH:25]=[CH:24][C:23](/[CH:26]=[CH:15]/[C:14](=[O:16])[C:13]2[C:8]([NH:7][C:1]3[CH:6]=[CH:5][CH:4]=[CH:3][CH:2]=3)=[N:9][CH:10]=[CH:11][CH:12]=2)=[C:22]([F:28])[CH:21]=1, predict the reactants needed to synthesize it. The reactants are: [C:1]1([NH:7][C:8]2[C:13]([C:14](=[O:16])[CH3:15])=[CH:12][CH:11]=[CH:10][N:9]=2)[CH:6]=[CH:5][CH:4]=[CH:3][CH:2]=1.[CH3:17][O:18][C:19](=[O:29])[C:20]1[CH:25]=[CH:24][C:23]([CH:26]=O)=[C:22]([F:28])[CH:21]=1.C[O-].[Na+].Cl. (9) Given the product [CH2:11]([N:1]1[C:15](=[O:16])[C:14]2[C:18](=[CH:19][CH:20]=[CH:21][CH:13]=2)[C:3]2[CH:4]=[CH:5][C:6]3[CH:7]=[CH:8][CH:9]=[CH:10][C:11]=3[C:2]1=2)[CH2:2][CH2:3][CH3:4], predict the reactants needed to synthesize it. The reactants are: [NH2:1][C:2]1[C:11]2[C:6](=[CH:7][CH:8]=[CH:9][CH:10]=2)[CH:5]=[CH:4][CH:3]=1.Br[C:13]1[CH:21]=[CH:20][CH:19]=[CH:18][C:14]=1[C:15](Cl)=[O:16]. (10) Given the product [CH2:1]([O:3][P:4]([CH2:9][C:10]1[CH:15]=[CH:14][C:13]([NH:16][C:17]2[N:22]=[C:21]([NH:54][C:51]3[CH:52]=[CH:53][C:45]([C@H:42]4[CH2:43][CH2:44][C@H:39]([N:36]5[CH2:35][CH2:34][N:33]([C:30](=[O:32])[CH3:31])[CH2:38][CH2:37]5)[CH2:40][CH2:41]4)=[C:46]4[C:50]=3[C:49](=[O:55])[N:48]([CH3:56])[CH2:47]4)[C:20]([C:24]([F:27])([F:26])[F:25])=[CH:19][N:18]=2)=[C:12]([O:28][CH3:29])[CH:11]=1)(=[O:8])[O:5][CH2:6][CH3:7])[CH3:2], predict the reactants needed to synthesize it. The reactants are: [CH2:1]([O:3][P:4]([CH2:9][C:10]1[CH:15]=[CH:14][C:13]([NH:16][C:17]2[N:22]=[C:21](Cl)[C:20]([C:24]([F:27])([F:26])[F:25])=[CH:19][N:18]=2)=[C:12]([O:28][CH3:29])[CH:11]=1)(=[O:8])[O:5][CH2:6][CH3:7])[CH3:2].[C:30]([N:33]1[CH2:38][CH2:37][N:36]([CH:39]2[CH2:44][CH2:43][CH:42]([C:45]3[CH:53]=[CH:52][C:51]([NH2:54])=[C:50]4[C:46]=3[CH2:47][N:48]([CH3:56])[C:49]4=[O:55])[CH2:41][CH2:40]2)[CH2:35][CH2:34]1)(=[O:32])[CH3:31].